From a dataset of Catalyst prediction with 721,799 reactions and 888 catalyst types from USPTO. Predict which catalyst facilitates the given reaction. Reactant: IC.[C:3](=O)([O-])[O-].[K+].[K+].[CH3:9][O:10][C:11]1[CH:50]=[CH:49][C:14]([CH2:15][O:16][C:17]2[N:22]=[C:21]([C:23]3[CH:28]=[CH:27][CH:26]=[CH:25][C:24]=3[NH:29][C:30]3[CH:39]=[CH:38][C:37]([N+:40]([O-:42])=[O:41])=[CH:36][C:31]=3[C:32]([O:34][CH3:35])=[O:33])[CH:20]=[C:19]([N:43]3[CH2:48][CH2:47][O:46][CH2:45][CH2:44]3)[CH:18]=2)=[CH:13][CH:12]=1.C(OCC)(=O)C. Product: [CH3:9][O:10][C:11]1[CH:12]=[CH:13][C:14]([CH2:15][O:16][C:17]2[N:22]=[C:21]([C:23]3[CH:28]=[CH:27][CH:26]=[CH:25][C:24]=3[N:29]([CH3:3])[C:30]3[CH:39]=[CH:38][C:37]([N+:40]([O-:42])=[O:41])=[CH:36][C:31]=3[C:32]([O:34][CH3:35])=[O:33])[CH:20]=[C:19]([N:43]3[CH2:48][CH2:47][O:46][CH2:45][CH2:44]3)[CH:18]=2)=[CH:49][CH:50]=1. The catalyst class is: 80.